This data is from Full USPTO retrosynthesis dataset with 1.9M reactions from patents (1976-2016). The task is: Predict the reactants needed to synthesize the given product. (1) Given the product [CH:17]1([CH2:16][C:10]2([C:13]([N:33]3[CH2:32][CH2:31][C:30]4[N:29]=[CH:28][C:27]([C:26]([F:25])([F:37])[F:38])=[CH:36][C:35]=4[CH2:34]3)=[O:15])[CH2:11][CH2:12][N:8]([C:6]([O:5][C:1]([CH3:2])([CH3:3])[CH3:4])=[O:7])[CH2:9]2)[CH2:19][CH2:18]1, predict the reactants needed to synthesize it. The reactants are: [C:1]([O:5][C:6]([N:8]1[CH2:12][CH2:11][C:10]([CH2:16][CH:17]2[CH2:19][CH2:18]2)([C:13]([OH:15])=O)[CH2:9]1)=[O:7])([CH3:4])([CH3:3])[CH3:2].S(Cl)(Cl)=O.Cl.[F:25][C:26]([F:38])([F:37])[C:27]1[CH:28]=[N:29][C:30]2[CH2:31][CH2:32][NH:33][CH2:34][C:35]=2[CH:36]=1.C(N(CC)CC)C. (2) Given the product [ClH:29].[O:1]([C:8]1[CH:9]=[C:10]2[C:15](=[CH:16][N:17]=1)[N:14]1[CH:18]=[N:19][N:20]=[C:13]1[CH:12]([NH2:21])[CH2:11]2)[C:2]1[CH:3]=[CH:4][CH:5]=[CH:6][CH:7]=1, predict the reactants needed to synthesize it. The reactants are: [O:1]([C:8]1[CH:9]=[C:10]2[C:15](=[CH:16][N:17]=1)[N:14]1[CH:18]=[N:19][N:20]=[C:13]1[CH:12]([NH:21]C(=O)OC(C)(C)C)[CH2:11]2)[C:2]1[CH:7]=[CH:6][CH:5]=[CH:4][CH:3]=1.[ClH:29].NC1CC2C=C(OC3C=CC=CC=3)C=NC=2N2C(=O)NN=C12.Cl. (3) Given the product [C:5]([C:7]1[CH:8]=[CH:9][C:10]([CH2:11][C@@:12]23[CH2:19][C@H:18]([N:1]=[N+:2]=[N-:3])[CH2:17][N:16]2[C:15](=[O:25])[N:14]([C:26]2[CH:27]=[C:28]([Cl:33])[CH:29]=[C:30]([Cl:32])[CH:31]=2)[C:13]3=[O:34])=[CH:35][CH:36]=1)#[N:6], predict the reactants needed to synthesize it. The reactants are: [N-:1]=[N+:2]=[N-:3].[Na+].[C:5]([C:7]1[CH:36]=[CH:35][C:10]([CH2:11][C@@:12]23[CH2:19][C@@H:18](OS(C)(=O)=O)[CH2:17][N:16]2[C:15](=[O:25])[N:14]([C:26]2[CH:31]=[C:30]([Cl:32])[CH:29]=[C:28]([Cl:33])[CH:27]=2)[C:13]3=[O:34])=[CH:9][CH:8]=1)#[N:6]. (4) The reactants are: Cl[C:2]1[C:3]([CH2:22][CH3:23])=[N:4][CH:5]=[C:6]([N:8]2[CH2:13][CH2:12][N:11]([C:14]3[CH:19]=[CH:18][C:17]([O:20][CH3:21])=[CH:16][CH:15]=3)[CH2:10][CH2:9]2)[N:7]=1.[C:24]([C:28]1[CH:29]=[CH:30][C:31]([CH3:35])=[C:32]([CH:34]=1)[NH2:33])([CH3:27])([CH3:26])[CH3:25].C1(P(C2CCCCC2)C2C=CC=CC=2C2C(C(C)C)=CC(C(C)C)=CC=2C(C)C)CCCCC1.C(=O)([O-])[O-].[K+].[K+]. Given the product [C:24]([C:28]1[CH:29]=[CH:30][C:31]([CH3:35])=[C:32]([NH:33][C:2]2[C:3]([CH2:22][CH3:23])=[N:4][CH:5]=[C:6]([N:8]3[CH2:13][CH2:12][N:11]([C:14]4[CH:19]=[CH:18][C:17]([O:20][CH3:21])=[CH:16][CH:15]=4)[CH2:10][CH2:9]3)[N:7]=2)[CH:34]=1)([CH3:27])([CH3:26])[CH3:25], predict the reactants needed to synthesize it.